From a dataset of M1 muscarinic receptor antagonist screen with 61,756 compounds. Binary Classification. Given a drug SMILES string, predict its activity (active/inactive) in a high-throughput screening assay against a specified biological target. (1) The compound is Clc1sc(C(=O)c2sc(NCC)nc2N)cc1. The result is 0 (inactive). (2) The molecule is S(=O)(=O)(N1CCc2c(C1)cc(OC)c(OC)c2)CC. The result is 0 (inactive). (3) The molecule is N(Cc1ccccc1)c1c(c(NCc2cccnc2)ncc1)C#N. The result is 1 (active). (4) The compound is OC(Cn1c(N2CCCCCC2)nc2n(c(=O)n(c(=O)c12)C)C)COc1ccccc1. The result is 0 (inactive).